From a dataset of Full USPTO retrosynthesis dataset with 1.9M reactions from patents (1976-2016). Predict the reactants needed to synthesize the given product. (1) Given the product [F:1][C:2]1[CH:3]=[CH:4][C:5]([OH:29])=[C:6]([C:8]([CH3:28])([CH3:27])[CH2:9][C:10]([C:23]([F:26])([F:25])[F:24])([OH:22])[CH2:11][NH:12][C:13]2[CH:21]=[CH:20][CH:19]=[C:18]3[C:14]=2[CH:15]=[N:16][N:17]3[C:36]2[CH:35]=[CH:34][CH:33]=[C:32]([F:31])[CH:37]=2)[CH:7]=1, predict the reactants needed to synthesize it. The reactants are: [F:1][C:2]1[CH:3]=[CH:4][C:5]([O:29]O)=[C:6]([C:8]([CH3:28])([CH3:27])[CH2:9][C:10]([C:23]([F:26])([F:25])[F:24])([OH:22])[CH2:11][NH:12][C:13]2[CH:21]=[CH:20][CH:19]=[C:18]3[C:14]=2[CH:15]=[N:16][NH:17]3)[CH:7]=1.[F:31][C:32]1[CH:33]=[C:34](B(O)O)[CH:35]=[CH:36][CH:37]=1. (2) Given the product [CH3:19][C@H:17]1[CH2:18][N:13]2[N:12]=[CH:11][C:10]([N:8]3[CH2:9][CH:5]([N:4]4[CH2:3][CH2:2][O:1][C:38]4=[O:40])[CH2:6][C:7]3=[O:27])=[C:14]2[CH2:15][N:16]1[C:20]([O:22][C:23]([CH3:26])([CH3:25])[CH3:24])=[O:21], predict the reactants needed to synthesize it. The reactants are: [OH:1][CH2:2][CH2:3][NH:4][CH:5]1[CH2:9][N:8]([C:10]2[CH:11]=[N:12][N:13]3[CH2:18][C@H:17]([CH3:19])[N:16]([C:20]([O:22][C:23]([CH3:26])([CH3:25])[CH3:24])=[O:21])[CH2:15][C:14]=23)[C:7](=[O:27])[CH2:6]1.CCN(C(C)C)C(C)C.Cl[C:38](Cl)([O:40]C(=O)OC(Cl)(Cl)Cl)Cl.